This data is from Tyrosyl-DNA phosphodiesterase HTS with 341,365 compounds. The task is: Binary Classification. Given a drug SMILES string, predict its activity (active/inactive) in a high-throughput screening assay against a specified biological target. The molecule is N(C1CCCC1)c1nc(Nc2cc3c(cc2)cccc3)nc(n1)C#N. The result is 0 (inactive).